From a dataset of Full USPTO retrosynthesis dataset with 1.9M reactions from patents (1976-2016). Predict the reactants needed to synthesize the given product. Given the product [CH2:1]([O:4][C:5]([N:7]1[CH2:11][C@H:10]([OH:12])[CH2:9][C@H:8]1[CH2:13][O:14][Si:19]([C:16]([CH3:18])([CH3:17])[CH3:15])([CH3:21])[CH3:20])=[O:6])[CH:2]=[CH2:3], predict the reactants needed to synthesize it. The reactants are: [CH2:1]([O:4][C:5]([N:7]1[CH2:11][C@H:10]([OH:12])[CH2:9][C@H:8]1[CH2:13][OH:14])=[O:6])[CH:2]=[CH2:3].[CH3:15][C:16]([Si:19](Cl)([CH3:21])[CH3:20])([CH3:18])[CH3:17].C1CCN2C(=NCCC2)CC1.